This data is from TCR-epitope binding with 47,182 pairs between 192 epitopes and 23,139 TCRs. The task is: Binary Classification. Given a T-cell receptor sequence (or CDR3 region) and an epitope sequence, predict whether binding occurs between them. (1) The epitope is GLCTLVAML. The TCR CDR3 sequence is CASSEGNVAPGELFF. Result: 1 (the TCR binds to the epitope). (2) The epitope is SGPLKAEIAQRLED. The TCR CDR3 sequence is CSASLLSGGAPDTQYF. Result: 0 (the TCR does not bind to the epitope). (3) The epitope is RLRAEAQVK. The TCR CDR3 sequence is CASNLGQGATDTQYF. Result: 1 (the TCR binds to the epitope). (4) The epitope is NLNESLIDL. The TCR CDR3 sequence is CASSNPAAGDRVRQVGTDTQYF. Result: 1 (the TCR binds to the epitope). (5) The epitope is SSNVANYQK. The TCR CDR3 sequence is CSVGTGGDEQYF. Result: 1 (the TCR binds to the epitope). (6) The epitope is GILGFVFTL. The TCR CDR3 sequence is CASSDWRTSPWNEQFF. Result: 1 (the TCR binds to the epitope). (7) The epitope is LEPLVDLPI. The TCR CDR3 sequence is CASSLEGTAWSDTQYF. Result: 0 (the TCR does not bind to the epitope). (8) The epitope is RAKFKQLL. The TCR CDR3 sequence is CASSGKDRTEAFF. Result: 1 (the TCR binds to the epitope).